From a dataset of Full USPTO retrosynthesis dataset with 1.9M reactions from patents (1976-2016). Predict the reactants needed to synthesize the given product. (1) Given the product [CH3:1][O:2][C:3]1[CH:8]=[CH:7][CH:6]=[CH:5][C:4]=1[C:9]1[CH:10]=[C:11]2[C:16](=[CH:17][CH:18]=1)[NH:15][C:14]([CH3:20])([CH3:19])[CH:13]=[C:12]2[CH2:21][NH:36][C:37]1[CH:42]=[CH:41][CH:40]=[CH:39][CH:38]=1, predict the reactants needed to synthesize it. The reactants are: [CH3:1][O:2][C:3]1[CH:8]=[CH:7][CH:6]=[CH:5][C:4]=1[C:9]1[CH:10]=[C:11]2[C:16](=[CH:17][CH:18]=1)[NH:15][C:14]([CH3:20])([CH3:19])[CH:13]=[C:12]2[CH2:21]SC1C=CC(OC)=CC=1.BrCC1[C:42]2[C:37](=[CH:38][CH:39]=[C:40](C3C=CC=CC=3OC)[CH:41]=2)[NH:36]C(C)(C)C=1.C(=O)([O-])[O-].[K+].[K+]. (2) Given the product [NH2:1][C:2]1[CH:11]=[CH:10][C:9]([CH:38]2[CH2:39][CH2:34]2)=[CH:8][C:3]=1[C:4]([O:6][CH3:7])=[O:5], predict the reactants needed to synthesize it. The reactants are: [NH2:1][C:2]1[CH:11]=[CH:10][C:9](Br)=[CH:8][C:3]=1[C:4]([O:6][CH3:7])=[O:5].[O-]P([O-])([O-])=O.[K+].[K+].[K+].P([CH:34]1[CH2:39][CH2:38]CCC1)(C1CCCCC1)C1CCCCC1.